Regression. Given two drug SMILES strings and cell line genomic features, predict the synergy score measuring deviation from expected non-interaction effect. From a dataset of NCI-60 drug combinations with 297,098 pairs across 59 cell lines. (1) Drug 1: CC1=C(C=C(C=C1)NC2=NC=CC(=N2)N(C)C3=CC4=NN(C(=C4C=C3)C)C)S(=O)(=O)N.Cl. Drug 2: CN1C(=O)N2C=NC(=C2N=N1)C(=O)N. Cell line: NCI-H322M. Synergy scores: CSS=-9.99, Synergy_ZIP=3.88, Synergy_Bliss=-5.40, Synergy_Loewe=-10.2, Synergy_HSA=-12.6. (2) Drug 1: CC1CCC2CC(C(=CC=CC=CC(CC(C(=O)C(C(C(=CC(C(=O)CC(OC(=O)C3CCCCN3C(=O)C(=O)C1(O2)O)C(C)CC4CCC(C(C4)OC)O)C)C)O)OC)C)C)C)OC. Drug 2: CN(CCCl)CCCl.Cl. Cell line: UACC-257. Synergy scores: CSS=0.841, Synergy_ZIP=-0.175, Synergy_Bliss=0.898, Synergy_Loewe=-5.34, Synergy_HSA=-3.60. (3) Drug 1: CC(C1=C(C=CC(=C1Cl)F)Cl)OC2=C(N=CC(=C2)C3=CN(N=C3)C4CCNCC4)N. Drug 2: CN(CCCl)CCCl.Cl. Cell line: SNB-75. Synergy scores: CSS=2.96, Synergy_ZIP=-0.313, Synergy_Bliss=1.07, Synergy_Loewe=-1.24, Synergy_HSA=-0.0601. (4) Drug 1: COC1=NC(=NC2=C1N=CN2C3C(C(C(O3)CO)O)O)N. Drug 2: CN(CCCl)CCCl.Cl. Cell line: MOLT-4. Synergy scores: CSS=73.0, Synergy_ZIP=-0.203, Synergy_Bliss=0.447, Synergy_Loewe=-3.35, Synergy_HSA=1.75. (5) Drug 1: CC(C1=C(C=CC(=C1Cl)F)Cl)OC2=C(N=CC(=C2)C3=CN(N=C3)C4CCNCC4)N. Drug 2: C1=NC2=C(N1)C(=S)N=CN2. Cell line: A498. Synergy scores: CSS=7.26, Synergy_ZIP=-3.63, Synergy_Bliss=-4.88, Synergy_Loewe=-4.88, Synergy_HSA=-4.77. (6) Drug 1: CCCS(=O)(=O)NC1=C(C(=C(C=C1)F)C(=O)C2=CNC3=C2C=C(C=N3)C4=CC=C(C=C4)Cl)F. Drug 2: CNC(=O)C1=NC=CC(=C1)OC2=CC=C(C=C2)NC(=O)NC3=CC(=C(C=C3)Cl)C(F)(F)F. Cell line: UACC62. Synergy scores: CSS=55.2, Synergy_ZIP=-3.95, Synergy_Bliss=-4.63, Synergy_Loewe=-4.93, Synergy_HSA=-0.139. (7) Drug 1: CC=C1C(=O)NC(C(=O)OC2CC(=O)NC(C(=O)NC(CSSCCC=C2)C(=O)N1)C(C)C)C(C)C. Drug 2: CC(C)CN1C=NC2=C1C3=CC=CC=C3N=C2N. Cell line: BT-549. Synergy scores: CSS=45.8, Synergy_ZIP=2.94, Synergy_Bliss=3.30, Synergy_Loewe=-26.7, Synergy_HSA=3.27. (8) Drug 1: CS(=O)(=O)CCNCC1=CC=C(O1)C2=CC3=C(C=C2)N=CN=C3NC4=CC(=C(C=C4)OCC5=CC(=CC=C5)F)Cl. Drug 2: CN(CCCl)CCCl.Cl. Cell line: NCI/ADR-RES. Synergy scores: CSS=13.7, Synergy_ZIP=-7.40, Synergy_Bliss=-6.12, Synergy_Loewe=-3.10, Synergy_HSA=-3.07. (9) Drug 1: CC1CCCC2(C(O2)CC(NC(=O)CC(C(C(=O)C(C1O)C)(C)C)O)C(=CC3=CSC(=N3)C)C)C. Drug 2: COCCOC1=C(C=C2C(=C1)C(=NC=N2)NC3=CC=CC(=C3)C#C)OCCOC.Cl. Cell line: MDA-MB-231. Synergy scores: CSS=22.0, Synergy_ZIP=8.12, Synergy_Bliss=17.0, Synergy_Loewe=-29.7, Synergy_HSA=5.80. (10) Drug 1: C1CN(CCN1C(=O)CCBr)C(=O)CCBr. Drug 2: N.N.Cl[Pt+2]Cl. Cell line: NCI-H322M. Synergy scores: CSS=-1.35, Synergy_ZIP=-0.398, Synergy_Bliss=0.0727, Synergy_Loewe=-1.37, Synergy_HSA=-1.36.